From a dataset of NCI-60 drug combinations with 297,098 pairs across 59 cell lines. Regression. Given two drug SMILES strings and cell line genomic features, predict the synergy score measuring deviation from expected non-interaction effect. (1) Cell line: SK-MEL-28. Drug 2: B(C(CC(C)C)NC(=O)C(CC1=CC=CC=C1)NC(=O)C2=NC=CN=C2)(O)O. Synergy scores: CSS=-0.703, Synergy_ZIP=2.45, Synergy_Bliss=1.82, Synergy_Loewe=-0.715, Synergy_HSA=-1.32. Drug 1: C1CC(=O)NC(=O)C1N2CC3=C(C2=O)C=CC=C3N. (2) Drug 2: CCC1(C2=C(COC1=O)C(=O)N3CC4=CC5=C(C=CC(=C5CN(C)C)O)N=C4C3=C2)O.Cl. Drug 1: CCC1=C2CN3C(=CC4=C(C3=O)COC(=O)C4(CC)O)C2=NC5=C1C=C(C=C5)O. Cell line: HCC-2998. Synergy scores: CSS=40.3, Synergy_ZIP=-6.80, Synergy_Bliss=-5.54, Synergy_Loewe=2.38, Synergy_HSA=4.37. (3) Drug 1: CC1=C2C(C(=O)C3(C(CC4C(C3C(C(C2(C)C)(CC1OC(=O)C(C(C5=CC=CC=C5)NC(=O)OC(C)(C)C)O)O)OC(=O)C6=CC=CC=C6)(CO4)OC(=O)C)OC)C)OC. Drug 2: COC1=NC(=NC2=C1N=CN2C3C(C(C(O3)CO)O)O)N. Cell line: A498. Synergy scores: CSS=35.1, Synergy_ZIP=4.10, Synergy_Bliss=4.98, Synergy_Loewe=-15.9, Synergy_HSA=1.99. (4) Drug 1: CN(C)N=NC1=C(NC=N1)C(=O)N. Drug 2: C(CCl)NC(=O)N(CCCl)N=O. Cell line: SF-295. Synergy scores: CSS=12.6, Synergy_ZIP=-3.26, Synergy_Bliss=0.524, Synergy_Loewe=2.03, Synergy_HSA=1.95. (5) Drug 1: CCCS(=O)(=O)NC1=C(C(=C(C=C1)F)C(=O)C2=CNC3=C2C=C(C=N3)C4=CC=C(C=C4)Cl)F. Drug 2: C1=NC2=C(N=C(N=C2N1C3C(C(C(O3)CO)O)O)F)N. Cell line: COLO 205. Synergy scores: CSS=41.0, Synergy_ZIP=-4.30, Synergy_Bliss=-9.64, Synergy_Loewe=-21.1, Synergy_HSA=-8.01. (6) Synergy scores: CSS=-2.11, Synergy_ZIP=0.759, Synergy_Bliss=-0.215, Synergy_Loewe=-1.67, Synergy_HSA=-2.26. Drug 1: CCCS(=O)(=O)NC1=C(C(=C(C=C1)F)C(=O)C2=CNC3=C2C=C(C=N3)C4=CC=C(C=C4)Cl)F. Drug 2: CC(C)(C#N)C1=CC(=CC(=C1)CN2C=NC=N2)C(C)(C)C#N. Cell line: EKVX. (7) Drug 1: CC12CCC(CC1=CCC3C2CCC4(C3CC=C4C5=CN=CC=C5)C)O. Drug 2: C1CN(CCN1C(=O)CCBr)C(=O)CCBr. Cell line: HL-60(TB). Synergy scores: CSS=38.4, Synergy_ZIP=2.01, Synergy_Bliss=-2.18, Synergy_Loewe=-27.2, Synergy_HSA=-5.68. (8) Drug 1: CN(C)C1=NC(=NC(=N1)N(C)C)N(C)C. Drug 2: C(CC(=O)O)C(=O)CN.Cl. Cell line: M14. Synergy scores: CSS=-2.00, Synergy_ZIP=-1.37, Synergy_Bliss=-4.15, Synergy_Loewe=-11.7, Synergy_HSA=-7.42.